Dataset: Full USPTO retrosynthesis dataset with 1.9M reactions from patents (1976-2016). Task: Predict the reactants needed to synthesize the given product. (1) Given the product [CH2:1]([O:3][C:4](=[O:18])[CH:5]([C:6]1[N:7]([C:11]2[C:16]([Br:17])=[CH:15][CH:14]=[CH:13][N:12]=2)[N:8]=[CH:9][CH:10]=1)[C:26]1[C:27]([CH2:28][CH2:29][CH3:30])=[C:22]([I:21])[N:23]=[CH:24][N:25]=1)[CH3:2], predict the reactants needed to synthesize it. The reactants are: [CH2:1]([O:3][C:4](=[O:18])[CH2:5][C:6]1[N:7]([C:11]2[C:16]([Br:17])=[CH:15][CH:14]=[CH:13][N:12]=2)[N:8]=[CH:9][CH:10]=1)[CH3:2].[H-].[Na+].[I:21][C:22]1[C:27]([CH2:28][CH2:29][CH3:30])=[C:26](I)[N:25]=[CH:24][N:23]=1. (2) Given the product [Na+:35].[CH3:31][N:19]([CH2:20][C:21]1[S:25][C:24]2[CH:26]=[CH:27][CH:28]=[CH:29][C:23]=2[C:22]=1[CH3:30])[C:18](/[CH:17]=[CH:16]/[C:12]1[CH:13]=[C:14]2[C:9](=[N:10][CH:11]=1)[NH:8][C:7](=[O:33])[C:6]([C:4]([O-:5])=[O:3])=[CH:15]2)=[O:32], predict the reactants needed to synthesize it. The reactants are: C([O:3][C:4]([C:6]1[C:7](=[O:33])[NH:8][C:9]2[C:14]([CH:15]=1)=[CH:13][C:12](/[CH:16]=[CH:17]/[C:18](=[O:32])[N:19]([CH3:31])[CH2:20][C:21]1[S:25][C:24]3[CH:26]=[CH:27][CH:28]=[CH:29][C:23]=3[C:22]=1[CH3:30])=[CH:11][N:10]=2)=[O:5])C.[OH-].[Na+:35]. (3) Given the product [CH2:2]1[C:6]2([CH2:7][CH2:8][CH:9]([N:12]3[C:17]([CH:16]=[O:15])=[CH:18][CH:19]=[N:13]3)[CH2:10][CH2:11]2)[CH2:5][CH2:4][CH2:3]1, predict the reactants needed to synthesize it. The reactants are: Cl.[CH2:2]1[C:6]2([CH2:11][CH2:10][CH:9]([NH:12][NH2:13])[CH2:8][CH2:7]2)[CH2:5][CH2:4][CH2:3]1.C[O:15][CH:16](OC)[C:17](=O)/[CH:18]=[CH:19]/N(C)C. (4) Given the product [CH3:15][O:14][C:13]1[C:4]2[NH:3][C:26]3[CH2:27][CH2:28][N:23]([C:16]([O:18][C:19]([CH3:22])([CH3:21])[CH3:20])=[O:17])[CH2:24][C:25]=3[C:5]=2[C:6]([C:7]([O:9][CH3:10])=[O:8])=[CH:11][CH:12]=1, predict the reactants needed to synthesize it. The reactants are: ClN[NH:3][C:4]1[CH:5]=[C:6]([CH:11]=[CH:12][C:13]=1[O:14][CH3:15])[C:7]([O:9][CH3:10])=[O:8].[C:16]([N:23]1[CH2:28][CH2:27][C:26](=O)[CH2:25][CH2:24]1)([O:18][C:19]([CH3:22])([CH3:21])[CH3:20])=[O:17].C(OCC)(=O)C. (5) Given the product [NH2:1][C:2]1[N:7]=[CH:6][C:5]([C:8]2[CH:9]=[CH:10][C:11]([C:12]([N:34]3[CH2:35][CH2:36][CH2:37][C@@H:33]3[CH2:32][N:27]3[CH2:31][CH2:30][CH2:29][CH2:28]3)=[O:14])=[CH:15][CH:16]=2)=[CH:4][C:3]=1[O:17][CH2:18][C:19]1[C:20]([Cl:26])=[CH:21][CH:22]=[CH:23][C:24]=1[Cl:25], predict the reactants needed to synthesize it. The reactants are: [NH2:1][C:2]1[N:7]=[CH:6][C:5]([C:8]2[CH:16]=[CH:15][C:11]([C:12]([OH:14])=O)=[CH:10][CH:9]=2)=[CH:4][C:3]=1[O:17][CH2:18][C:19]1[C:24]([Cl:25])=[CH:23][CH:22]=[CH:21][C:20]=1[Cl:26].[N:27]1([CH2:32][C@H:33]2[CH2:37][CH2:36][CH2:35][NH:34]2)[CH2:31][CH2:30][CH2:29][CH2:28]1. (6) Given the product [CH3:2][C:3]1([CH3:25])[CH2:12][CH2:11][CH2:10][C:9]2[CH:8]=[C:7]([C:13]3[N:14]=[C:15]([N:18]4[CH2:23][CH2:22][CH:21]([NH:24][CH2:35][CH2:34][OH:33])[CH2:20][CH2:19]4)[S:16][CH:17]=3)[CH:6]=[CH:5][C:4]1=2, predict the reactants needed to synthesize it. The reactants are: Cl.[CH3:2][C:3]1([CH3:25])[CH2:12][CH2:11][CH2:10][C:9]2[CH:8]=[C:7]([C:13]3[N:14]=[C:15]([N:18]4[CH2:23][CH2:22][CH:21]([NH2:24])[CH2:20][CH2:19]4)[S:16][CH:17]=3)[CH:6]=[CH:5][C:4]1=2.[Si]([O:33][CH2:34][CH:35]=O)(C(C)(C)C)(C)C.Cl. (7) Given the product [CH2:1]([O:8][C:9]1[CH:14]=[CH:13][N:12]=[CH:11][C:10]=1[NH2:15])[C:2]1[CH:3]=[CH:4][CH:5]=[CH:6][CH:7]=1, predict the reactants needed to synthesize it. The reactants are: [CH2:1]([O:8][C:9]1[CH:14]=[CH:13][N:12]=[CH:11][C:10]=1[N+:15]([O-])=O)[C:2]1[CH:7]=[CH:6][CH:5]=[CH:4][CH:3]=1.[NH4+].[Cl-].C1COCC1.O. (8) Given the product [C:7]([NH:11][CH2:2][CH2:3][CH2:4][C:5]#[CH:6])([CH3:10])([CH3:9])[CH3:8], predict the reactants needed to synthesize it. The reactants are: I[CH2:2][CH2:3][CH2:4][C:5]#[CH:6].[C:7]([NH2:11])([CH3:10])([CH3:9])[CH3:8].